From a dataset of Forward reaction prediction with 1.9M reactions from USPTO patents (1976-2016). Predict the product of the given reaction. (1) Given the reactants [O:1]=[C:2]1[C@@H:7]([NH:8][C:9](=[O:15])[O:10][C:11]([CH3:14])([CH3:13])[CH3:12])[CH2:6][CH2:5][CH2:4][NH:3]1.[Li+].C[Si]([N-][Si](C)(C)C)(C)C.I[CH2:27][CH3:28], predict the reaction product. The product is: [CH2:27]([N:3]1[CH2:4][CH2:5][CH2:6][C@H:7]([NH:8][C:9](=[O:15])[O:10][C:11]([CH3:12])([CH3:14])[CH3:13])[C:2]1=[O:1])[CH3:28]. (2) Given the reactants [NH2:1][C:2]1[NH:6][N:5]=[C:4]([C:7]2[CH:12]=[CH:11][CH:10]=[CH:9][CH:8]=2)[CH:3]=1.C(=O)(O)[O-].[Na+].[C:18](Cl)(Cl)=[S:19].[OH-].[NH4+:23].C(O)(=O)CC(CC(O)=O)(C(O)=O)O, predict the reaction product. The product is: [C:7]1([C:4]2[CH:3]=[C:2]([NH:1][C:18]([NH2:23])=[S:19])[NH:6][N:5]=2)[CH:12]=[CH:11][CH:10]=[CH:9][CH:8]=1. (3) Given the reactants C[O:2][C:3]([C:5]1[CH:6]=[N:7][C:8]([O:11][C:12]2[CH:13]=[CH:14][C:15]3[CH2:19][O:18][B:17]([OH:20])[C:16]=3[CH:21]=2)=[N:9][CH:10]=1)=[O:4].[Li+].[OH-], predict the reaction product. The product is: [OH:20][B:17]1[C:16]2[CH:21]=[C:12]([O:11][C:8]3[N:7]=[CH:6][C:5]([C:3]([OH:4])=[O:2])=[CH:10][N:9]=3)[CH:13]=[CH:14][C:15]=2[CH2:19][O:18]1. (4) Given the reactants C(OC([NH:8][C@@H:9]([C:19]1[CH:24]=[CH:23][CH:22]=[CH:21][CH:20]=1)[CH2:10][C:11]([O:13][C@H:14]([CH2:16][CH:17]=[CH2:18])[CH3:15])=[O:12])=O)(C)(C)C.C([SiH](C(C)C)C(C)C)(C)C.O.FC(F)(F)C(O)=O, predict the reaction product. The product is: [NH2:8][C@@H:9]([C:19]1[CH:20]=[CH:21][CH:22]=[CH:23][CH:24]=1)[CH2:10][C:11]([O:13][C@H:14]([CH2:16][CH:17]=[CH2:18])[CH3:15])=[O:12]. (5) Given the reactants [CH:1]1[C:6]([C:7]([OH:9])=[O:8])=[CH:5][C:4]2[C:10]3([O:26][C:27](=[O:28])[C:3]=2[CH:2]=1)[C:20]1[CH:21]=[CH:22][C:23]([OH:25])=[CH:24][C:19]=1[O:18][C:12]1[CH:13]=[C:14]([OH:17])[CH:15]=[CH:16][C:11]3=1.C1C=[C:33]2[C:35](C(O)(O)[C:38](=[O:39])[C:32]2=CC=1)=[O:36].CC[N:44](C(C)C)C(C)C.CN(C=O)C, predict the reaction product. The product is: [CH2:32]1[C:38](=[O:39])[N:44]([O:8][C:7]([C:6]2[CH:1]=[CH:2][C:3]3[C:27]([O:26][C:10]4([C:20]5[CH:21]=[CH:22][C:23]([OH:25])=[CH:24][C:19]=5[O:18][C:12]5[CH:13]=[C:14]([OH:17])[CH:15]=[CH:16][C:11]4=5)[C:4]=3[CH:5]=2)=[O:28])=[O:9])[C:35](=[O:36])[CH2:33]1. (6) Given the reactants Br.[Cl:2][C:3]1[N:8]=[N:7][C:6]([CH2:9][NH2:10])=[CH:5][CH:4]=1.[Br:11][C:12]1[CH:17]=[CH:16][C:15]([N+:18]([O-:20])=[O:19])=[C:14](F)[CH:13]=1.CCN(C(C)C)C(C)C, predict the reaction product. The product is: [Br:11][C:12]1[CH:13]=[CH:14][C:15]([N+:18]([O-:20])=[O:19])=[C:16]([NH:10][CH2:9][C:6]2[N:7]=[N:8][C:3]([Cl:2])=[CH:4][CH:5]=2)[CH:17]=1.